The task is: Regression/Classification. Given a drug SMILES string, predict its toxicity properties. Task type varies by dataset: regression for continuous values (e.g., LD50, hERG inhibition percentage) or binary classification for toxic/non-toxic outcomes (e.g., AMES mutagenicity, cardiotoxicity, hepatotoxicity). Dataset: ld50_zhu.. This data is from Acute oral toxicity (LD50) regression data from Zhu et al.. (1) The drug is SCCc1cnccn1. The rat oral LD50 is 2.95, given as -log10 of the dose in mol/kg body weight (higher means more acutely toxic). (2) The compound is C=CC1CN2CCC1CC2C(O)c1ccnc2ccc(OC)cc12. The rat oral LD50 is 3.09, given as -log10 of the dose in mol/kg body weight (higher means more acutely toxic). (3) The drug is CC1(C)C(=O)N(Cl)C(=O)N1Cl. The rat oral LD50 is 2.56, given as -log10 of the dose in mol/kg body weight (higher means more acutely toxic). (4) The drug is CCN(CC)C(=O)C(C)Oc1cccc2ccccc12. The rat oral LD50 is 1.74, given as -log10 of the dose in mol/kg body weight (higher means more acutely toxic). (5) The molecule is C=CCCCC=CCO. The rat oral LD50 is 0.985, given as -log10 of the dose in mol/kg body weight (higher means more acutely toxic). (6) The drug is CCN(CCC#N)c1ccc(N=Nc2nc3ccc(S(C)(=O)=O)cc3s2)c(C)c1. The rat oral LD50 is 3.03, given as -log10 of the dose in mol/kg body weight (higher means more acutely toxic). (7) The compound is COP(=S)(OC)SCCSC(C)C. The rat oral LD50 is 3.24, given as -log10 of the dose in mol/kg body weight (higher means more acutely toxic).